Dataset: Full USPTO retrosynthesis dataset with 1.9M reactions from patents (1976-2016). Task: Predict the reactants needed to synthesize the given product. (1) Given the product [O:1]=[C:2]1[NH:7][C:6]([C:8]2[CH:13]=[CH:12][C:11]([C:14]([F:15])([F:17])[F:16])=[CH:10][CH:9]=2)=[CH:5][N:4]2[C:18]([CH:21]=[O:36])=[CH:19][CH:20]=[C:3]12, predict the reactants needed to synthesize it. The reactants are: [O:1]=[C:2]1[NH:7][C:6]([C:8]2[CH:13]=[CH:12][C:11]([C:14]([F:17])([F:16])[F:15])=[CH:10][CH:9]=2)=[CH:5][N:4]2[C:18]([C:21]#N)=[CH:19][CH:20]=[C:3]12.[H-].C([Al+]CC(C)C)C(C)C.[C@H](O)(C([O-])=O)[C@@H](O)C([O-])=[O:36].[Na+].[K+]. (2) Given the product [Cl:27][C:24]1[CH:23]=[CH:22][C:21]([CH:8]([C:5]2[CH:4]=[CH:3][C:2]([Cl:1])=[CH:7][CH:6]=2)[C:9]2[CH:10]=[C:11]3[C:16](=[C:17]([Br:19])[CH:18]=2)[N:15]=[CH:14][CH:13]=[C:12]3[NH:39][CH:36]2[CH2:37][CH2:38][N:33]([S:30]([C:29]([F:40])([F:41])[F:28])(=[O:32])=[O:31])[CH2:34][CH2:35]2)=[CH:26][CH:25]=1, predict the reactants needed to synthesize it. The reactants are: [Cl:1][C:2]1[CH:7]=[CH:6][C:5]([CH:8]([C:21]2[CH:26]=[CH:25][C:24]([Cl:27])=[CH:23][CH:22]=2)[C:9]2[CH:10]=[C:11]3[C:16](=[C:17]([Br:19])[CH:18]=2)[N:15]=[CH:14][CH:13]=[C:12]3Br)=[CH:4][CH:3]=1.[F:28][C:29]([F:41])([F:40])[S:30]([N:33]1[CH2:38][CH2:37][CH:36]([NH2:39])[CH2:35][CH2:34]1)(=[O:32])=[O:31].C([O-])([O-])=O.[Cs+].[Cs+].O1CCOCC1. (3) The reactants are: [Cl:1][C:2]1[N:3]=[C:4]([C:9]([NH:11][C@H:12]2[CH2:17][CH2:16][N:15]([C:18]3[S:19][C:20]([C:25]([O:27][CH2:28][CH3:29])=[O:26])=[C:21]([CH:23]=[O:24])[N:22]=3)[CH2:14][C@H:13]2[O:30][CH2:31][CH3:32])=[O:10])[NH:5][C:6]=1[CH2:7][CH3:8].Cl([O-])=[O:34].[Na+].P([O-])(O)(O)=O.[Na+].CC(=CC)C. Given the product [Cl:1][C:2]1[N:3]=[C:4]([C:9]([NH:11][C@H:12]2[CH2:17][CH2:16][N:15]([C:18]3[S:19][C:20]([C:25]([O:27][CH2:28][CH3:29])=[O:26])=[C:21]([C:23]([OH:34])=[O:24])[N:22]=3)[CH2:14][C@H:13]2[O:30][CH2:31][CH3:32])=[O:10])[NH:5][C:6]=1[CH2:7][CH3:8], predict the reactants needed to synthesize it. (4) Given the product [CH2:1]([O:3][C:4](=[O:32])[C:5]1[CH:10]=[CH:9][C:8]([N:11]2[CH:15]=[C:14]([C:16]3[CH:21]=[CH:20][C:19]([Cl:22])=[CH:18][C:17]=3[Cl:23])[N:13]=[C:12]2[CH2:24][C:25]2[CH:30]=[CH:29][C:28]([C:37]3[CH:38]=[CH:39][C:34]([NH2:33])=[CH:35][CH:36]=3)=[CH:27][CH:26]=2)=[CH:7][CH:6]=1)[CH3:2], predict the reactants needed to synthesize it. The reactants are: [CH2:1]([O:3][C:4](=[O:32])[C:5]1[CH:10]=[CH:9][C:8]([N:11]2[CH:15]=[C:14]([C:16]3[CH:21]=[CH:20][C:19]([Cl:22])=[CH:18][C:17]=3[Cl:23])[N:13]=[C:12]2[CH2:24][C:25]2[CH:30]=[CH:29][C:28](Br)=[CH:27][CH:26]=2)=[CH:7][CH:6]=1)[CH3:2].[NH2:33][C:34]1[CH:39]=[CH:38][C:37](B(O)O)=[CH:36][CH:35]=1.